This data is from Blood-brain barrier permeability classification from the B3DB database. The task is: Regression/Classification. Given a drug SMILES string, predict its absorption, distribution, metabolism, or excretion properties. Task type varies by dataset: regression for continuous measurements (e.g., permeability, clearance, half-life) or binary classification for categorical outcomes (e.g., BBB penetration, CYP inhibition). Dataset: b3db_classification. (1) The molecule is Cn1c(=O)c2c(ncn2CCNCC(O)c2ccc(O)c(O)c2)n(C)c1=O. The result is 0 (does not penetrate BBB). (2) The molecule is CCCN(CCC)CCc1cccc2c1CC(=O)N2. The result is 1 (penetrates BBB). (3) The molecule is N[C@@H]1CONC1=O. The result is 1 (penetrates BBB).